From a dataset of Forward reaction prediction with 1.9M reactions from USPTO patents (1976-2016). Predict the product of the given reaction. (1) Given the reactants [CH3:1][O:2][C:3](=[O:15])[C:4](=O)[CH:5](Cl)[C:6]1[CH:11]=[CH:10][CH:9]=[C:8]([F:12])[CH:7]=1.[CH:16]1([C:19](=[S:21])[NH2:20])[CH2:18][CH2:17]1, predict the reaction product. The product is: [CH3:1][O:2][C:3]([C:4]1[N:20]=[C:19]([CH:16]2[CH2:18][CH2:17]2)[S:21][C:5]=1[C:6]1[CH:11]=[CH:10][CH:9]=[C:8]([F:12])[CH:7]=1)=[O:15]. (2) Given the reactants [F:1][C:2]1[CH:11]=[C:10]([N+:12]([O-:14])=[O:13])[C:9](F)=[CH:8][C:3]=1[C:4]([O:6][CH3:7])=[O:5].C[Si]([N-][Si](C)(C)C)(C)C.[Li+].[CH3:26][OH:27], predict the reaction product. The product is: [F:1][C:2]1[CH:11]=[C:10]([N+:12]([O-:14])=[O:13])[C:9]([O:27][CH3:26])=[CH:8][C:3]=1[C:4]([O:6][CH3:7])=[O:5]. (3) Given the reactants [Cl:1][C:2]1[CH:11]=[N:10][C:9]2[N:8]=[C:7](O)[N:6]3[N:13]=[C:14]([CH2:16][CH3:17])[N:15]=[C:5]3[C:4]=2[CH:3]=1.CCN(C(C)C)C(C)C.C([O-])(O)=O.[Na+].O=P(Cl)(Cl)[Cl:34], predict the reaction product. The product is: [Cl:34][C:7]1[N:6]2[N:13]=[C:14]([CH2:16][CH3:17])[N:15]=[C:5]2[C:4]2[CH:3]=[C:2]([Cl:1])[CH:11]=[N:10][C:9]=2[N:8]=1. (4) Given the reactants [Cl:1][C:2]1[CH:7]=[CH:6][C:5]([C:8]2([C:11]3[C:20]([OH:21])=[C:19]([C:22]([OH:24])=[O:23])[C:18]4[C:13](=[C:14]([CH2:25][CH3:26])[CH:15]=[CH:16][CH:17]=4)[N:12]=3)[CH2:10][CH2:9]2)=[CH:4][CH:3]=1.[C:27](OCC(C1(C2C=CC(Cl)=CC=2)CC1)=O)(=O)[CH3:28], predict the reaction product. The product is: [CH:25]([C:14]1[CH:15]=[CH:16][CH:17]=[C:18]2[C:13]=1[N:12]=[C:11]([C:8]1([C:5]3[CH:6]=[CH:7][C:2]([Cl:1])=[CH:3][CH:4]=3)[CH2:9][CH2:10]1)[C:20]([OH:21])=[C:19]2[C:22]([OH:24])=[O:23])([CH2:27][CH3:28])[CH3:26]. (5) Given the reactants C(OC([NH:8][C@H:9]([C:11](O)=[O:12])[CH3:10])=O)(C)(C)C.C1CCC(N=C=NC2CCCCC2)CC1.CO[C:31](=[O:42])[C@@H:32]([CH3:41])[NH:33][CH2:34][C:35]1[CH:40]=[CH:39][CH:38]=[CH:37][CH:36]=1, predict the reaction product. The product is: [CH2:34]([N:33]1[C@H:32]([CH3:41])[C:31](=[O:42])[NH:8][C@@H:9]([CH3:10])[C:11]1=[O:12])[C:35]1[CH:36]=[CH:37][CH:38]=[CH:39][CH:40]=1. (6) Given the reactants C(O)(C(F)(F)F)=O.[N:8]1([C:13]2[CH:18]=[CH:17][C:16]([C:19]3[CH:24]=[CH:23][C:22]([C:25]4[C:51]([Cl:52])=[CH:50][C:28]5[N:29](COCC[Si](C)(C)C)[C:30]([O:32][C@H:33]6[C@H:37]7[O:38][CH2:39][C@@H:40]([OH:41])[C@H:36]7[O:35][CH2:34]6)=[N:31][C:27]=5[CH:26]=4)=[CH:21][CH:20]=3)=[CH:15][CH:14]=2)[CH:12]=[N:11][CH:10]=[N:9]1, predict the reaction product. The product is: [N:8]1([C:13]2[CH:18]=[CH:17][C:16]([C:19]3[CH:24]=[CH:23][C:22]([C:25]4[C:51]([Cl:52])=[CH:50][C:28]5[NH:29][C:30]([O:32][C@H:33]6[C@H:37]7[O:38][CH2:39][C@@H:40]([OH:41])[C@H:36]7[O:35][CH2:34]6)=[N:31][C:27]=5[CH:26]=4)=[CH:21][CH:20]=3)=[CH:15][CH:14]=2)[CH:12]=[N:11][CH:10]=[N:9]1. (7) Given the reactants [F:1][C:2]1[CH:3]=[C:4]([C@@H:9]([C:23]([F:26])([F:25])[F:24])[C@H](NS(C2SC(Cl)=CC=2)(=O)=O)CO)[CH:5]=[C:6]([F:8])[CH:7]=1.FC(F)(F)C(N1CCOCC1)=[O:30].BrC1C=C(F)C=C(F)C=1, predict the reaction product. The product is: [F:1][C:2]1[CH:3]=[C:4]([C:9](=[O:30])[C:23]([F:26])([F:25])[F:24])[CH:5]=[C:6]([F:8])[CH:7]=1. (8) Given the reactants I[C:2]1[CH:3]=[N:4][N:5]2[C:10]([C:11]([F:14])([F:13])[F:12])=[CH:9][C:8]([C:15]3[CH:20]=[CH:19][C:18]([C:21]([F:24])([F:23])[F:22])=[C:17]([CH3:25])[CH:16]=3)=[N:7][C:6]=12.[C:26]([C:28]1[CH:29]=[N:30][C:31]([NH2:34])=[N:32][CH:33]=1)#[CH:27], predict the reaction product. The product is: [CH3:25][C:17]1[CH:16]=[C:15]([C:8]2[CH:9]=[C:10]([C:11]([F:14])([F:13])[F:12])[N:5]3[N:4]=[CH:3][C:2]([C:27]#[C:26][C:28]4[CH:29]=[N:30][C:31]([NH2:34])=[N:32][CH:33]=4)=[C:6]3[N:7]=2)[CH:20]=[CH:19][C:18]=1[C:21]([F:24])([F:23])[F:22].